Dataset: HIV replication inhibition screening data with 41,000+ compounds from the AIDS Antiviral Screen. Task: Binary Classification. Given a drug SMILES string, predict its activity (active/inactive) in a high-throughput screening assay against a specified biological target. (1) The molecule is CC(=O)Oc1c2occc2cc2ccc(=O)oc12. The result is 0 (inactive). (2) The molecule is CC1CC12OC(=O)N(c1cc(Cl)cc(Cl)c1)C2=O. The result is 0 (inactive). (3) The drug is Cc1nc2ccccc2nc1CC(=O)C(=O)Nc1ccc(Cl)cc1Cl. The result is 1 (active). (4) The molecule is Oc1ccc(C2CC(O)c3ccccc3O2)cc1. The result is 0 (inactive).